From a dataset of Reaction yield outcomes from USPTO patents with 853,638 reactions. Predict the reaction yield, written as a fraction of the theoretical maximum amount of product (1.0 means a 100% yield; for example, 0.34 means a 34% yield). (1) The yield is 0.330. The product is [C:18]([C:16]1[S:17][C:13]([C:9]2[CH:10]=[C:11]([Cl:12])[C:5]3[O:4][CH:3]([CH2:2][NH:1][C:54](=[O:55])/[CH:37]=[CH:36]/[C:35]4[CH:42]=[CH:26][C:27]([C:28]#[N:29])=[CH:33][CH:34]=4)[CH2:7][C:6]=3[CH:8]=2)=[CH:14][CH:15]=1)(=[O:20])[CH3:19]. The reactants are [NH2:1][CH2:2][CH:3]1[CH2:7][C:6]2[CH:8]=[C:9]([C:13]3[S:17][C:16]([C:18](=[O:20])[CH3:19])=[CH:15][CH:14]=3)[CH:10]=[C:11]([Cl:12])[C:5]=2[O:4]1.CCN=C=N[CH2:26][CH2:27][CH2:28][N:29](C)C.C1[CH:33]=[CH:34][C:35]2N(O)N=N[C:36]=2[CH:37]=1.[CH3:42]CN(C(C)C)C(C)C.CN([CH:54]=[O:55])C. The catalyst is C(Cl)Cl. (2) The reactants are [C:1]([O:4][C:5]1[CH:26]=[CH:25][C:8]([C:9]2[CH:10]([CH2:23][CH3:24])[O:11][C:12]3[C:17]([CH:18]=2)=[CH:16][CH:15]=[C:14]([O:19][C:20](=[O:22])[CH3:21])[CH:13]=3)=[CH:7][CH:6]=1)(=[O:3])[CH3:2]. The catalyst is C(O)C.[Pd]. The product is [C:1]([O:4][C:5]1[CH:26]=[CH:25][C:8]([CH:9]2[CH2:18][C:17]3[C:12](=[CH:13][C:14]([O:19][C:20](=[O:22])[CH3:21])=[CH:15][CH:16]=3)[O:11][CH:10]2[CH2:23][CH3:24])=[CH:7][CH:6]=1)(=[O:3])[CH3:2]. The yield is 0.850.